This data is from Full USPTO retrosynthesis dataset with 1.9M reactions from patents (1976-2016). The task is: Predict the reactants needed to synthesize the given product. (1) Given the product [Br:1][C:2]1[CH:10]=[CH:9][CH:8]=[CH:7][C:3]=1[C:4]1[O:6][C:25]([C:19]2[CH:24]=[CH:23][CH:22]=[CH:21][CH:20]=2)=[N:26][N:27]=1, predict the reactants needed to synthesize it. The reactants are: [Br:1][C:2]1[CH:10]=[CH:9][CH:8]=[CH:7][C:3]=1[C:4]([OH:6])=O.N#N.C(Cl)(=O)C(Cl)=O.[C:19]1([C:25]2NN=[N:27][N:26]=2)[CH:24]=[CH:23][CH:22]=[CH:21][CH:20]=1. (2) Given the product [F:1][C:2]1[CH:7]=[C:6]([C:8]2[CH:16]=[C:15]3[C:11]([C:12]([C:17]4[NH:18][C:19]5[CH2:24][CH2:23][N:22]([CH2:42][C:34]6[CH:33]=[N:32][C:41]7[C:36]([CH:35]=6)=[CH:37][CH:38]=[CH:39][CH:40]=7)[CH2:21][C:20]=5[N:25]=4)=[N:13][NH:14]3)=[CH:10][CH:9]=2)[C:5]([CH2:26][C:27]([F:28])([F:29])[F:30])=[CH:4][C:3]=1[OH:31], predict the reactants needed to synthesize it. The reactants are: [F:1][C:2]1[CH:7]=[C:6]([C:8]2[CH:16]=[C:15]3[C:11]([C:12]([C:17]4[NH:18][C:19]5[CH2:24][CH2:23][NH:22][CH2:21][C:20]=5[N:25]=4)=[N:13][NH:14]3)=[CH:10][CH:9]=2)[C:5]([CH2:26][C:27]([F:30])([F:29])[F:28])=[CH:4][C:3]=1[OH:31].[N:32]1[C:41]2[C:36](=[CH:37][CH:38]=[CH:39][CH:40]=2)[CH:35]=[C:34]([CH:42]=O)[CH:33]=1. (3) Given the product [CH3:1][C:2]1([CH3:32])[CH2:11][C:10]2[C:5](=[CH:6][CH:7]=[C:8]([C:12]([OH:14])=[O:13])[CH:9]=2)[NH:4][CH:3]1[C:16]1[CH:21]=[CH:20][CH:19]=[C:18]([NH:22][C:23](=[O:31])[CH2:24][C:25]2[CH:26]=[CH:27][CH:28]=[CH:29][CH:30]=2)[CH:17]=1, predict the reactants needed to synthesize it. The reactants are: [CH3:1][C:2]1([CH3:32])[CH2:11][C:10]2[C:5](=[CH:6][CH:7]=[C:8]([C:12]([O:14]C)=[O:13])[CH:9]=2)[NH:4][CH:3]1[C:16]1[CH:21]=[CH:20][CH:19]=[C:18]([NH:22][C:23](=[O:31])[CH2:24][C:25]2[CH:30]=[CH:29][CH:28]=[CH:27][CH:26]=2)[CH:17]=1.[OH-].[Na+].